This data is from Reaction yield outcomes from USPTO patents with 853,638 reactions. The task is: Predict the reaction yield, written as a fraction of the theoretical maximum amount of product (1.0 means a 100% yield; for example, 0.34 means a 34% yield). (1) The product is [CH2:13]([C:17]1[N:18]=[C:19]([CH3:45])[N:20]([CH2:39][C:40]2[N:41]=[CH:42][S:43][CH:44]=2)[C:21](=[O:38])[C:22]=1[CH2:23][C:24]1[CH:25]=[CH:26][C:27]([C:30]2[CH:35]=[CH:34][CH:33]=[CH:32][C:31]=2[C:36]2[NH:3][C:4](=[O:7])[O:5][N:37]=2)=[CH:28][CH:29]=1)[CH2:14][CH2:15][CH3:16]. The yield is 0.300. The catalyst is C(OCC)(=O)C. The reactants are [Cl-].O[NH3+:3].[C:4](=[O:7])([O-])[OH:5].[Na+].CS(C)=O.[CH2:13]([C:17]1[N:18]=[C:19]([CH3:45])[N:20]([CH2:39][C:40]2[N:41]=[CH:42][S:43][CH:44]=2)[C:21](=[O:38])[C:22]=1[CH2:23][C:24]1[CH:29]=[CH:28][C:27]([C:30]2[C:31]([C:36]#[N:37])=[CH:32][CH:33]=[CH:34][CH:35]=2)=[CH:26][CH:25]=1)[CH2:14][CH2:15][CH3:16]. (2) The reactants are [OH:1][C:2]1[CH:7]=[CH:6][C:5]([CH2:8][C:9]([O:11][CH2:12][CH3:13])=[O:10])=[CH:4][CH:3]=1.[Br:14]Br. The catalyst is C(O)(=O)C. The product is [Br:14][C:7]1[CH:6]=[C:5]([CH2:8][C:9]([O:11][CH2:12][CH3:13])=[O:10])[CH:4]=[CH:3][C:2]=1[OH:1]. The yield is 0.940. (3) The reactants are [CH3:1][O:2][C:3]([C:5]1[S:6][C:7]([CH:28]2[CH2:37][CH2:36][C:31]3(OCC[O:32]3)[CH2:30][CH2:29]2)=[CH:8][C:9]=1[N:10]([C@H:20]1[CH2:25][CH2:24][C@H:23]([O:26][CH3:27])[CH2:22][CH2:21]1)[C:11]([C@H:13]1[CH2:18][CH2:17][C@H:16]([CH3:19])[CH2:15][CH2:14]1)=[O:12])=[O:4].Cl. The catalyst is C1COCC1. The product is [CH3:1][O:2][C:3]([C:5]1[S:6][C:7]([CH:28]2[CH2:29][CH2:30][C:31](=[O:32])[CH2:36][CH2:37]2)=[CH:8][C:9]=1[N:10]([C@H:20]1[CH2:25][CH2:24][C@H:23]([O:26][CH3:27])[CH2:22][CH2:21]1)[C:11]([C@H:13]1[CH2:18][CH2:17][C@H:16]([CH3:19])[CH2:15][CH2:14]1)=[O:12])=[O:4]. The yield is 0.850. (4) The yield is 0.950. The catalyst is O1CCOCC1. The reactants are Br[C:2]1[S:3][C:4]([C:7]([O:9][CH2:10][CH3:11])=[O:8])=[CH:5][N:6]=1.[Cl-].[F:13][C:14]([F:29])([F:28])[C:15]1[CH:16]=[C:17]([N:21]2[CH2:26][C@@H:25]3[CH2:27][C@H:22]2[CH2:23][NH2+:24]3)[CH:18]=[CH:19][CH:20]=1.C(N(CC)CC)C.C1COCC1. The product is [F:29][C:14]([F:13])([F:28])[C:15]1[CH:16]=[C:17]([N:21]2[CH2:26][C@@H:25]3[CH2:27][C@H:22]2[CH2:23][N:24]3[C:2]2[S:3][C:4]([C:7]([O:9][CH2:10][CH3:11])=[O:8])=[CH:5][N:6]=2)[CH:18]=[CH:19][CH:20]=1. (5) The reactants are [CH:1]1([N:7]2[CH2:11][CH2:10][CH:9]([CH2:12][C:13]3[CH:18]=[CH:17][CH:16]=[CH:15][C:14]=3[OH:19])[C:8]2=[O:20])[CH2:6][CH2:5][CH2:4][CH2:3][CH2:2]1.CN(C)C=O.[H-].[Na+].[CH2:28](I)[CH3:29]. The catalyst is O. The product is [CH:1]1([N:7]2[CH2:11][CH2:10][CH:9]([CH2:12][C:13]3[CH:18]=[CH:17][CH:16]=[CH:15][C:14]=3[O:19][CH2:28][CH3:29])[C:8]2=[O:20])[CH2:2][CH2:3][CH2:4][CH2:5][CH2:6]1. The yield is 0.390. (6) The catalyst is C1COCC1.C1CCCCC1.CCOC(C)=O. The product is [Cl:1][C:2]1[N:3]=[CH:4][C:5]([C:8]([O:10][C:15]([CH3:18])([CH3:17])[CH3:16])=[O:9])=[N:6][CH:7]=1. The reactants are [Cl:1][C:2]1[N:3]=[CH:4][C:5]([C:8]([OH:10])=[O:9])=[N:6][CH:7]=1.ClC(Cl)(Cl)C(=N)O[C:15]([CH3:18])([CH3:17])[CH3:16].[B-](F)(F)(F)[O+](C)C. The yield is 0.920. (7) The reactants are [Cl:1][C:2]1[CH:3]=[C:4]2[C:9](=[CH:10][CH:11]=1)[NH:8][CH2:7][CH:6]([NH:12][C:13](=[O:19])[O:14][C:15]([CH3:18])([CH3:17])[CH3:16])[CH2:5]2.[CH:20](=O)[C:21]1[CH:26]=[CH:25][CH:24]=[CH:23][CH:22]=1.C(O[BH-](OC(=O)C)OC(=O)C)(=O)C.[Na+].CC(O)=O. The catalyst is ClCCCl.CCOC(C)=O. The product is [CH2:20]([N:8]1[C:9]2[C:4](=[CH:3][C:2]([Cl:1])=[CH:11][CH:10]=2)[CH2:5][CH:6]([NH:12][C:13](=[O:19])[O:14][C:15]([CH3:16])([CH3:18])[CH3:17])[CH2:7]1)[C:21]1[CH:26]=[CH:25][CH:24]=[CH:23][CH:22]=1. The yield is 0.800. (8) The catalyst is CN(C=O)C.O. The product is [CH3:13][N:14]([CH3:18])[C:15]([O:12][C:4]1[CH:3]=[C:2]([F:1])[CH:11]=[CH:10][C:5]=1[C:6]([O:8][CH3:9])=[O:7])=[S:16]. The yield is 0.800. The reactants are [F:1][C:2]1[CH:3]=[C:4]([OH:12])[C:5](=[CH:10][CH:11]=1)[C:6]([O:8][CH3:9])=[O:7].[CH3:13][N:14]([CH3:18])[C:15](Cl)=[S:16].N12CCN(CC1)CC2.C(OCC)(=O)C. (9) The reactants are [Cl:1][C:2]1[CH:15]=[CH:14][C:13]2[C:12]3[CH:16]=[CH:17][CH:18]=[CH:19][C:11]=3[C:10]3[C:5](=[N:6][C:7](Cl)=[CH:8][CH:9]=3)[C:4]=2[N:3]=1.[C:21]1(B(O)O)[CH:26]=[CH:25][CH:24]=[CH:23][CH:22]=1.C([O-])([O-])=O.[Na+].[Na+].CCO. The catalyst is C1C=CC([P]([Pd]([P](C2C=CC=CC=2)(C2C=CC=CC=2)C2C=CC=CC=2)([P](C2C=CC=CC=2)(C2C=CC=CC=2)C2C=CC=CC=2)[P](C2C=CC=CC=2)(C2C=CC=CC=2)C2C=CC=CC=2)(C2C=CC=CC=2)C2C=CC=CC=2)=CC=1.CO.C1(C)C=CC=CC=1. The product is [Cl:1][C:2]1[CH:15]=[CH:14][C:13]2[C:12]3[CH:16]=[CH:17][CH:18]=[CH:19][C:11]=3[C:10]3[C:5](=[N:6][C:7]([C:21]4[CH:26]=[CH:25][CH:24]=[CH:23][CH:22]=4)=[CH:8][CH:9]=3)[C:4]=2[N:3]=1. The yield is 0.530.